From a dataset of Forward reaction prediction with 1.9M reactions from USPTO patents (1976-2016). Predict the product of the given reaction. (1) The product is: [C:14]([OH:16])(=[O:15])[C:13]1[CH:17]=[CH:18][CH:19]=[CH:20][CH:12]=1. Given the reactants CO.C(N[C:12]1[CH:20]=[C:19](/C=C/C2C=CC=C(OC)C=2)[CH:18]=[CH:17][C:13]=1[C:14]([OH:16])=[O:15])(=O)C1C=CC=CC=1, predict the reaction product. (2) Given the reactants Br[C:2]1[CH:7]=[CH:6][C:5]([C:8]([N:10]2[CH2:14][CH2:13][CH2:12][C@H:11]2[CH2:15][N:16]2[CH2:20][CH2:19][CH2:18][CH2:17]2)=[O:9])=[C:4]([F:21])[CH:3]=1.[F:22][C:23]([F:34])([F:33])[C:24]1[CH:25]=[C:26](B(O)O)[CH:27]=[CH:28][CH:29]=1, predict the reaction product. The product is: [F:21][C:4]1[CH:3]=[C:2]([C:27]2[CH:26]=[CH:25][C:24]([C:23]([F:34])([F:33])[F:22])=[CH:29][CH:28]=2)[CH:7]=[CH:6][C:5]=1[C:8]([N:10]1[CH2:14][CH2:13][CH2:12][C@H:11]1[CH2:15][N:16]1[CH2:20][CH2:19][CH2:18][CH2:17]1)=[O:9].